This data is from Reaction yield outcomes from USPTO patents with 853,638 reactions. The task is: Predict the reaction yield, written as a fraction of the theoretical maximum amount of product (1.0 means a 100% yield; for example, 0.34 means a 34% yield). The reactants are [N:1]([CH2:4][C@H:5]([OH:17])[C@H:6]([O:9][CH2:10][C:11]1[CH:16]=[CH:15][CH:14]=[CH:13][CH:12]=1)[CH:7]=[CH2:8])=[N+:2]=[N-:3].[CH2:18](Br)[C:19]1[CH:24]=[CH:23][CH:22]=[CH:21][CH:20]=1.[H-].[Na+]. The catalyst is C1COCC1.[I-].C([N+](CCCC)(CCCC)CCCC)CCC. The product is [N:1]([CH2:4][C@H:5]([O:17][CH2:18][C:19]1[CH:24]=[CH:23][CH:22]=[CH:21][CH:20]=1)[C@H:6]([O:9][CH2:10][C:11]1[CH:12]=[CH:13][CH:14]=[CH:15][CH:16]=1)[CH:7]=[CH2:8])=[N+:2]=[N-:3]. The yield is 0.650.